Dataset: Peptide-MHC class I binding affinity with 185,985 pairs from IEDB/IMGT. Task: Regression. Given a peptide amino acid sequence and an MHC pseudo amino acid sequence, predict their binding affinity value. This is MHC class I binding data. The peptide sequence is VDTIIEKNV. The MHC is Mamu-A11 with pseudo-sequence Mamu-A11. The binding affinity (normalized) is 0.